From a dataset of NCI-60 drug combinations with 297,098 pairs across 59 cell lines. Regression. Given two drug SMILES strings and cell line genomic features, predict the synergy score measuring deviation from expected non-interaction effect. (1) Drug 1: CN1C2=C(C=C(C=C2)N(CCCl)CCCl)N=C1CCCC(=O)O.Cl. Cell line: EKVX. Synergy scores: CSS=4.44, Synergy_ZIP=-0.262, Synergy_Bliss=3.62, Synergy_Loewe=-6.22, Synergy_HSA=2.31. Drug 2: CC1CCC2CC(C(=CC=CC=CC(CC(C(=O)C(C(C(=CC(C(=O)CC(OC(=O)C3CCCCN3C(=O)C(=O)C1(O2)O)C(C)CC4CCC(C(C4)OC)O)C)C)O)OC)C)C)C)OC. (2) Drug 1: CC1=CC=C(C=C1)C2=CC(=NN2C3=CC=C(C=C3)S(=O)(=O)N)C(F)(F)F. Drug 2: CC1CCC2CC(C(=CC=CC=CC(CC(C(=O)C(C(C(=CC(C(=O)CC(OC(=O)C3CCCCN3C(=O)C(=O)C1(O2)O)C(C)CC4CCC(C(C4)OC)OCCO)C)C)O)OC)C)C)C)OC. Cell line: KM12. Synergy scores: CSS=0.933, Synergy_ZIP=-0.716, Synergy_Bliss=-4.65, Synergy_Loewe=-4.10, Synergy_HSA=-3.95. (3) Drug 1: C1=NC2=C(N1)C(=S)N=C(N2)N. Drug 2: CCN(CC)CCNC(=O)C1=C(NC(=C1C)C=C2C3=C(C=CC(=C3)F)NC2=O)C. Cell line: SK-MEL-2. Synergy scores: CSS=4.94, Synergy_ZIP=-4.00, Synergy_Bliss=-2.38, Synergy_Loewe=-7.59, Synergy_HSA=-6.98.